This data is from Catalyst prediction with 721,799 reactions and 888 catalyst types from USPTO. The task is: Predict which catalyst facilitates the given reaction. (1) Reactant: [BrH:1].[OH:2][C@H:3]([CH2:14]O)[CH2:4][NH:5][C:6]([C:8]1[S:9][C:10]([Cl:13])=[CH:11][CH:12]=1)=[O:7].C(OC(=O)C)(=O)C.CO. Product: [Br:1][CH2:14][C@@H:3]([OH:2])[CH2:4][NH:5][C:6]([C:8]1[S:9][C:10]([Cl:13])=[CH:11][CH:12]=1)=[O:7]. The catalyst class is: 15. (2) Reactant: [Cl:1][C:2]1[CH:3]=[CH:4][C:5]([O:25][CH3:26])=[C:6]([CH:24]=1)[C:7]([NH:9][CH2:10][CH2:11][C:12]1[CH:13]=[CH:14][C:15]([O:22][CH3:23])=[C:16]([S:18]([NH2:21])(=[O:20])=[O:19])[CH:17]=1)=[O:8].[H-].[Na+].[CH3:29][N:30]=[C:31]=[S:32].Cl. Product: [Cl:1][C:2]1[CH:3]=[CH:4][C:5]([O:25][CH3:26])=[C:6]([CH:24]=1)[C:7]([NH:9][CH2:10][CH2:11][C:12]1[CH:13]=[CH:14][C:15]([O:22][CH3:23])=[C:16]([S:18]([NH:21][C:31]([NH:30][CH3:29])=[S:32])(=[O:20])=[O:19])[CH:17]=1)=[O:8]. The catalyst class is: 9. (3) Reactant: [F:1][C:2]1[CH:3]=[C:4]([N:8]2[C:12](=[O:13])[NH:11][N:10]=[N:9]2)[CH:5]=[CH:6][CH:7]=1.[O:14]=[C:15](Cl)OC(Cl)(Cl)Cl.[CH3:22][O:23][CH2:24][CH2:25][NH2:26]. Product: [CH3:22][O:23][CH2:24][CH2:25][NH:26][C:15]([N:11]1[C:12](=[O:13])[N:8]([C:4]2[CH:5]=[CH:6][CH:7]=[C:2]([F:1])[CH:3]=2)[N:9]=[N:10]1)=[O:14]. The catalyst class is: 79. (4) Reactant: [CH3:1][O:2][C:3]1[N:4]=[CH:5][CH:6]=[C:7]2[CH:11]=[CH:10][O:9][C:8]=12.[Li][CH2:13]CCC.CI. Product: [CH3:1][O:2][C:3]1[N:4]=[CH:5][CH:6]=[C:7]2[CH:11]=[C:10]([CH3:13])[O:9][C:8]=12. The catalyst class is: 1. (5) Reactant: [CH3:1][C:2]1[CH:24]=[CH:23][C:5]([C:6]([N:8]2[CH2:13][CH2:12][CH:11]([C:14](=[O:22])[C:15]3[CH:20]=[CH:19][C:18](F)=[CH:17][CH:16]=3)[CH2:10][CH2:9]2)=[O:7])=[CH:4][CH:3]=1.[NH:25]1[CH2:30]COC[CH2:26]1. Product: [CH3:1][C:2]1[CH:24]=[CH:23][C:5]([C:6]([N:8]2[CH2:13][CH2:12][CH:11]([C:14](=[O:22])[C:15]3[CH:20]=[CH:19][C:18]([N:25]([CH3:30])[CH3:26])=[CH:17][CH:16]=3)[CH2:10][CH2:9]2)=[O:7])=[CH:4][CH:3]=1. The catalyst class is: 3.